This data is from Catalyst prediction with 721,799 reactions and 888 catalyst types from USPTO. The task is: Predict which catalyst facilitates the given reaction. (1) Product: [F:18][C:2]1([F:1])[C:11]2([CH3:12])[CH:3]1[CH2:4][C:5]1[C:6]([C:13]([OH:15])=[O:14])=[N:7][NH:8][C:9]=1[CH2:10]2. The catalyst class is: 6. Reactant: [F:1][C:2]1([F:18])[C:11]2([CH3:12])[CH:3]1[CH2:4][C:5]1[C:6]([C:13]([O:15]CC)=[O:14])=[N:7][NH:8][C:9]=1[CH2:10]2.C(O)C.[OH-].[Na+]. (2) Reactant: [CH2:1]([C:4]1[Se:5][CH:6]=[CH:7][CH:8]=1)[CH2:2][CH3:3].[Li]CCCC.[Br:14]Br.S([O-])(O)=O.[Na+]. Product: [Br:14][C:6]1[Se:5][C:4]([CH2:1][CH2:2][CH3:3])=[CH:8][CH:7]=1. The catalyst class is: 27. (3) Reactant: [CH2:1]([N:8]1[C@@H:13]2[C@H:14]([S:16]([C:19]3[CH:24]=[CH:23][CH:22]=[CH:21][CH:20]=3)(=[O:18])=[O:17])[CH2:15][C@@:9]1([C:26]1[CH:31]=[CH:30][CH:29]=[CH:28][CH:27]=1)[C:10](=O)[CH2:11][CH2:12]2)[C:2]1[CH:7]=[CH:6][CH:5]=[CH:4][CH:3]=1.O.C1(C)C=CC(S(O)(=O)=O)=CC=1.[CH2:44]([NH2:51])[C:45]1[CH:50]=[CH:49][CH:48]=[CH:47][CH:46]=1.C([BH3-])#N.[Na+]. The catalyst class is: 11. Product: [CH2:44]([NH:51][C@@H:10]1[CH2:11][CH2:12][C@@H:13]2[N:8]([CH2:1][C:2]3[CH:7]=[CH:6][CH:5]=[CH:4][CH:3]=3)[C@@:9]1([C:26]1[CH:31]=[CH:30][CH:29]=[CH:28][CH:27]=1)[CH2:15][C@H:14]2[S:16]([C:19]1[CH:20]=[CH:21][CH:22]=[CH:23][CH:24]=1)(=[O:18])=[O:17])[C:45]1[CH:50]=[CH:49][CH:48]=[CH:47][CH:46]=1. (4) Reactant: [S:1]1[CH:5]=[C:4]([CH:6]([NH:10][C:11]2[CH:16]=[CH:15][CH:14]=[CH:13][CH:12]=2)[C:7]([OH:9])=[O:8])[C:3]2[CH:17]=[CH:18][CH:19]=[CH:20][C:2]1=2.[N:21]12[CH2:28][CH2:27][CH:24]([CH2:25][CH2:26]1)[C@@H:23](O)[CH2:22]2.C1C=CC2N(O)N=NC=2C=1.C1CCC(N=C=NC2CCCCC2)CC1. Product: [S:1]1[CH:5]=[C:4]([CH:6]([NH:10][C:11]2[CH:16]=[CH:15][CH:14]=[CH:13][CH:12]=2)[C:7]([O:9][C@@H:23]2[CH:24]3[CH2:27][CH2:28][N:21]([CH2:26][CH2:25]3)[CH2:22]2)=[O:8])[C:3]2[CH:17]=[CH:18][CH:19]=[CH:20][C:2]1=2. The catalyst class is: 1. (5) Reactant: [CH3:1][NH:2][CH2:3][CH2:4][CH2:5][CH:6]=[CH2:7].[N:8]([C@@H:11]([CH:16]([CH3:18])[CH3:17])[C:12]([O:14][CH3:15])=[O:13])=[C:9]=[O:10]. Product: [CH3:17][CH:16]([CH3:18])[C@H:11]([NH:8][C:9]([N:2]([CH3:1])[CH2:3][CH2:4][CH2:5][CH:6]=[CH2:7])=[O:10])[C:12]([O:14][CH3:15])=[O:13]. The catalyst class is: 1. (6) Reactant: Cl.[NH:2]1[CH2:6][CH2:5][CH2:4][C@H:3]1[C:7]([O:9][CH2:10][C:11]1[CH:16]=[CH:15][CH:14]=[CH:13][CH:12]=1)=[O:8].[O:17]1[CH2:21][CH2:20][CH2:19][C@@H:18]1[C:22](O)=[O:23].CCN(C(C)C)C(C)C.C1C=CC2N(O)N=NC=2C=1.Cl.C(N=C=NCCCN(C)C)C.Cl. Product: [O:17]1[CH2:21][CH2:20][CH2:19][C@@H:18]1[C:22]([N:2]1[CH2:6][CH2:5][CH2:4][C@H:3]1[C:7]([O:9][CH2:10][C:11]1[CH:16]=[CH:15][CH:14]=[CH:13][CH:12]=1)=[O:8])=[O:23]. The catalyst class is: 4.